This data is from Reaction yield outcomes from USPTO patents with 853,638 reactions. The task is: Predict the reaction yield, written as a fraction of the theoretical maximum amount of product (1.0 means a 100% yield; for example, 0.34 means a 34% yield). (1) The reactants are C(N(CC)CC)C.NO.[C:10](/[C:13](=[C:18](\[NH2:26])/[CH2:19][C:20]1[CH:25]=[CH:24][CH:23]=[CH:22][CH:21]=1)/[C:14]([O:16][CH3:17])=[O:15])(=[O:12])[CH3:11]. The product is [CH2:19]([C:18]1[C:13]([C:14]([O:16][CH3:17])=[O:15])=[C:10]([CH3:11])[O:12][N:26]=1)[C:20]1[CH:21]=[CH:22][CH:23]=[CH:24][CH:25]=1. The catalyst is C(O)C. The yield is 0.770. (2) The reactants are C([Mg]Cl)(C)C.Br[C:7]1[CH:8]=[CH:9][C:10]([Cl:13])=[N:11][CH:12]=1.Br[C:15]1[CH:20]=[CH:19][CH:18]=[CH:17][CH:16]=1.[Cl-].[NH4+]. The catalyst is C1C=CC(P(C2C=CC=CC=2)[C-]2C=CC=C2)=CC=1.C1C=CC(P(C2C=CC=CC=2)[C-]2C=CC=C2)=CC=1.Cl[Pd]Cl.[Fe+2].[Pd].C1(C)C=CC=CC=1.O1CCCC1. The product is [Cl:13][C:10]1[N:11]=[CH:12][C:7]([C:15]2[CH:20]=[CH:19][CH:18]=[CH:17][CH:16]=2)=[CH:8][CH:9]=1. The yield is 0.600. (3) The reactants are [NH2:1][C:2]1[N:3]=[C:4]2[CH:9]=[CH:8][C:7]([O:10][C:11]3[CH:12]=[C:13]([NH:17][C:18](=[O:29])[C:19]4[CH:24]=[CH:23][CH:22]=[C:21]([C:25]([F:28])([F:27])[F:26])[CH:20]=4)[CH:14]=[CH:15][CH:16]=3)=[N:6][N:5]2[CH:30]=1.C(N(CC)CC)C.[C:38]([O:41][CH2:42][C:43](Cl)=[O:44])(=[O:40])[CH3:39]. The catalyst is O1CCCC1. The product is [C:38]([O:41][CH2:42][C:43](=[O:44])[NH:1][C:2]1[N:3]=[C:4]2[CH:9]=[CH:8][C:7]([O:10][C:11]3[CH:16]=[CH:15][CH:14]=[C:13]([NH:17][C:18](=[O:29])[C:19]4[CH:24]=[CH:23][CH:22]=[C:21]([C:25]([F:28])([F:27])[F:26])[CH:20]=4)[CH:12]=3)=[N:6][N:5]2[CH:30]=1)(=[O:40])[CH3:39]. The yield is 0.800.